Dataset: Full USPTO retrosynthesis dataset with 1.9M reactions from patents (1976-2016). Task: Predict the reactants needed to synthesize the given product. Given the product [CH:19]([N:12]1[C:13]2[N:14]=[CH:15][N:16]=[CH:17][C:18]=2[C:10]([C:8]([C:4]2[CH:3]=[C:2]([NH:1][C:30](=[O:31])[C:29]3[CH:33]=[CH:34][CH:35]=[C:27]([C:24]4([C:23]([F:37])([F:36])[F:22])[N:26]=[N:25]4)[CH:28]=3)[CH:7]=[N:6][CH:5]=2)=[O:9])=[CH:11]1)([CH3:21])[CH3:20], predict the reactants needed to synthesize it. The reactants are: [NH2:1][C:2]1[CH:3]=[C:4]([C:8]([C:10]2[C:18]3[CH:17]=[N:16][CH:15]=[N:14][C:13]=3[N:12]([CH:19]([CH3:21])[CH3:20])[CH:11]=2)=[O:9])[CH:5]=[N:6][CH:7]=1.[F:22][C:23]([F:37])([F:36])[C:24]1([C:27]2[CH:28]=[C:29]([CH:33]=[CH:34][CH:35]=2)[C:30](O)=[O:31])[N:26]=[N:25]1.